Task: Predict the reactants needed to synthesize the given product.. Dataset: Full USPTO retrosynthesis dataset with 1.9M reactions from patents (1976-2016) Given the product [NH2:1][C:2]1[C:10]2[C:5](=[N:6][CH:7]=[CH:8][C:9]=2[NH:29][C:28]2[CH:30]=[CH:31][C:25]([N+:22]([O-:24])=[O:23])=[CH:26][CH:27]=2)[S:4][C:3]=1[C:19]([NH2:20])=[O:21], predict the reactants needed to synthesize it. The reactants are: [NH2:1][C:2]1[C:10]2[C:5](=[N:6][CH:7]=[CH:8][C:9]=2OS(C(F)(F)F)(=O)=O)[S:4][C:3]=1[C:19](=[O:21])[NH2:20].[N+:22]([C:25]1[CH:31]=[CH:30][C:28]([NH2:29])=[CH:27][CH:26]=1)([O-:24])=[O:23].